This data is from Forward reaction prediction with 1.9M reactions from USPTO patents (1976-2016). The task is: Predict the product of the given reaction. (1) Given the reactants C[O:2][C:3]1[CH:11]=[CH:10][C:6]([C:7]([OH:9])=O)=[C:5]([CH3:12])[CH:4]=1.[NH2:13][C:14]1[CH:19]=[C:18]([O:20]C)[CH:17]=[C:16]([Br:22])[C:15]=1O, predict the reaction product. The product is: [Br:22][C:16]1[C:15]2[O:9][C:7]([C:6]3[CH:10]=[CH:11][C:3]([OH:2])=[CH:4][C:5]=3[CH3:12])=[N:13][C:14]=2[CH:19]=[C:18]([OH:20])[CH:17]=1. (2) Given the reactants CC1[N:3]([C:8]2[CH:13]=[CH:12][CH:11]=[C:10]([CH2:14][CH2:15][CH3:16])[N:9]=2)C(C)=CC=1.NO.Cl, predict the reaction product. The product is: [CH2:14]([C:10]1[N:9]=[C:8]([NH2:3])[CH:13]=[CH:12][CH:11]=1)[CH2:15][CH3:16]. (3) Given the reactants [S:1]1[C:5]2[CH:6]=[C:7]([C:10]([OH:12])=O)[CH:8]=[CH:9][C:4]=2[N:3]=[CH:2]1.CN(C)C=O.C(Cl)(=O)C(Cl)=O.[N:24]1[CH:29]=[CH:28][C:27]([NH2:30])=[CH:26][CH:25]=1.C(N(CC)CC)C, predict the reaction product. The product is: [N:24]1[CH:29]=[CH:28][C:27]([NH:30][C:10]([C:7]2[CH:8]=[CH:9][C:4]3[N:3]=[CH:2][S:1][C:5]=3[CH:6]=2)=[O:12])=[CH:26][CH:25]=1.